Dataset: Full USPTO retrosynthesis dataset with 1.9M reactions from patents (1976-2016). Task: Predict the reactants needed to synthesize the given product. (1) Given the product [CH2:24]([C:23]([N:20]1[CH2:21][CH2:22][CH:17]([N:1]2[CH2:2][CH2:3][CH:4]([N:7]3[C@@H:11]4[CH2:12][CH2:13][CH2:14][CH2:15][C@H:10]4[NH:9][C:8]3=[O:16])[CH2:5][CH2:6]2)[CH2:18][CH2:19]1)=[O:27])[CH2:25][CH3:26], predict the reactants needed to synthesize it. The reactants are: [N:1]1([CH:17]2[CH2:22][CH2:21][NH:20][CH2:19][CH2:18]2)[CH2:6][CH2:5][CH:4]([N:7]2[C@@H:11]3[CH2:12][CH2:13][CH2:14][CH2:15][C@H:10]3[NH:9][C:8]2=[O:16])[CH2:3][CH2:2]1.[C:23](O)(=[O:27])[CH2:24][CH2:25][CH3:26].CN(C(ON1N=NC2C=CC=NC1=2)=[N+](C)C)C.F[P-](F)(F)(F)(F)F.C(N(C(C)C)CC)(C)C. (2) Given the product [NH2:4][C:5]1[CH:10]=[C:9]([C:11]2[N:15]([CH3:16])[C:14]([S:17][CH2:18][CH2:19][C:20]([OH:22])=[O:21])=[N:13][C:12]=2[C:25]2[CH:26]=[CH:27][C:28]([F:31])=[CH:29][CH:30]=2)[CH:8]=[CH:7][N:6]=1, predict the reactants needed to synthesize it. The reactants are: C([NH:4][C:5]1[CH:10]=[C:9]([C:11]2[N:15]([CH3:16])[C:14]([S:17][CH2:18][CH2:19][C:20]([O:22]CC)=[O:21])=[N:13][C:12]=2[C:25]2[CH:30]=[CH:29][C:28]([F:31])=[CH:27][CH:26]=2)[CH:8]=[CH:7][N:6]=1)(=O)C.[OH-].[Na+]. (3) Given the product [CH2:38]([O:41][C:5]1[N:10]=[C:9]([O:11][C:12]2[CH:13]=[N:14][CH:15]=[CH:16][CH:17]=2)[C:8]([C:18]2[CH:23]=[CH:22][C:21]([Cl:24])=[CH:20][CH:19]=2)=[C:7]([C:25]2[CH:30]=[CH:29][C:28]([Cl:31])=[CH:27][C:26]=2[Cl:32])[N:6]=1)[CH2:39][CH3:40], predict the reactants needed to synthesize it. The reactants are: CS([C:5]1[N:10]=[C:9]([O:11][C:12]2[CH:13]=[N:14][CH:15]=[CH:16][CH:17]=2)[C:8]([C:18]2[CH:23]=[CH:22][C:21]([Cl:24])=[CH:20][CH:19]=2)=[C:7]([C:25]2[CH:30]=[CH:29][C:28]([Cl:31])=[CH:27][C:26]=2[Cl:32])[N:6]=1)(=O)=O.C([Li])CCC.[CH2:38]([OH:41])[CH2:39][CH3:40]. (4) Given the product [CH2:1]([N:3]1[C:12]2[C:7](=[CH:8][C:9]3[O:16][CH2:15][CH2:14][O:13][C:10]=3[CH:11]=2)[C:6]([C:17]2[CH:18]=[CH:19][CH:20]=[CH:21][CH:22]=2)=[N:5][C:4]1=[S:23])[CH3:2], predict the reactants needed to synthesize it. The reactants are: [CH2:1]([N:3]1[C:12]2[C:7](=[CH:8][C:9]3[O:16][CH2:15][CH2:14][O:13][C:10]=3[CH:11]=2)[CH:6]([C:17]2[CH:22]=[CH:21][CH:20]=[CH:19][CH:18]=2)[NH:5][C:4]1=[S:23])[CH3:2].